Dataset: Catalyst prediction with 721,799 reactions and 888 catalyst types from USPTO. Task: Predict which catalyst facilitates the given reaction. (1) Reactant: [CH3:1][O:2][C:3](=[O:29])[NH:4][C@H:5]([C:9]([N:11]1[CH2:15][C@@H:14]([CH3:16])[CH2:13][C@H:12]1[C:17]1[NH:18][CH:19]=[C:20]([C:22]2[CH:27]=[CH:26][C:25](Br)=[CH:24][CH:23]=2)[N:21]=1)=[O:10])[CH:6]([CH3:8])[CH3:7].[CH3:30][C:31]1([CH3:47])[C:35]([CH3:37])([CH3:36])[O:34][B:33]([B:33]2[O:34][C:35]([CH3:37])([CH3:36])[C:31]([CH3:47])([CH3:30])[O:32]2)[O:32]1.C([O-])(=O)C.[K+].C(Cl)Cl. Product: [CH3:1][O:2][C:3](=[O:29])[NH:4][C@H:5]([C:9]([N:11]1[CH2:15][C@@H:14]([CH3:16])[CH2:13][C@H:12]1[C:17]1[NH:18][CH:19]=[C:20]([C:22]2[CH:27]=[CH:26][C:25]([B:33]3[O:34][C:35]([CH3:37])([CH3:36])[C:31]([CH3:47])([CH3:30])[O:32]3)=[CH:24][CH:23]=2)[N:21]=1)=[O:10])[CH:6]([CH3:8])[CH3:7]. The catalyst class is: 12. (2) Product: [CH3:1][C:2]1[CH:7]=[CH:6][CH:5]=[C:4]([CH3:8])[C:3]=1[O:9][CH2:30][C:31]1[C:35]([C:36]([O:38][CH3:39])=[O:37])=[C:34]([CH:40]([CH3:42])[CH3:41])[O:33][N:32]=1. Reactant: [CH3:1][C:2]1[CH:7]=[CH:6][CH:5]=[C:4]([CH3:8])[C:3]=1[OH:9].C1(P(C2C=CC=CC=2)C2C=CC=CC=2)C=CC=CC=1.O[CH2:30][C:31]1[C:35]([C:36]([O:38][CH3:39])=[O:37])=[C:34]([CH:40]([CH3:42])[CH3:41])[O:33][N:32]=1.N(C(OC(C)C)=O)=NC(OC(C)C)=O. The catalyst class is: 11. (3) Reactant: C([O:3][C:4]([CH:6]1[CH2:11][CH2:10][N:9]([S:12]([C:15]2[S:16][CH:17]=[CH:18][CH:19]=2)(=[O:14])=[O:13])[CH2:8][CH2:7]1)=[O:5])C.O.[OH-].[K+].Cl. Product: [S:16]1[CH:17]=[CH:18][CH:19]=[C:15]1[S:12]([N:9]1[CH2:10][CH2:11][CH:6]([C:4]([OH:5])=[O:3])[CH2:7][CH2:8]1)(=[O:14])=[O:13]. The catalyst class is: 8. (4) Reactant: [CH2:1]([Li])[CH2:2][CH2:3][CH3:4].[CH3:6][CH2:7][O:8][C:9]([CH:11]([Cl:20])P(OCC)(OCC)=O)=[O:10].[Cl-].[NH4+]. Product: [Cl:20]/[C:11](=[C:3](\[C:2]1[CH:1]=[CH:4][C:3]([O:10][CH2:9][O:8][CH3:7])=[CH:2][CH:1]=1)/[CH3:4])/[C:9]([O:8][CH2:7][CH3:6])=[O:10]. The catalyst class is: 1.